Predict which catalyst facilitates the given reaction. From a dataset of Catalyst prediction with 721,799 reactions and 888 catalyst types from USPTO. (1) Reactant: [CH3:1][O:2][C:3]1[CH:8]=[C:7]([CH3:9])[C:6]([S:10]([N:13]([CH2:15][C:16]2[O:20][CH:19]=[C:18]([C:21](O)=[O:22])[CH:17]=2)[CH3:14])(=[O:12])=[O:11])=[C:5]([CH3:24])[CH:4]=1.C1N=CN(C(N2C=NC=C2)=O)C=1.CCN(C(C)C)C(C)C.[NH2:46][CH2:47][CH2:48][C:49]1[CH:54]=[CH:53][C:52]([NH:55][C:56]2[CH:61]=[CH:60][N:59]=[C:58]([NH2:62])[N:57]=2)=[CH:51][CH:50]=1. Product: [NH2:62][C:58]1[N:57]=[C:56]([NH:55][C:52]2[CH:53]=[CH:54][C:49]([CH2:48][CH2:47][NH:46][C:21]([C:18]3[CH:17]=[C:16]([CH2:15][N:13]([S:10]([C:6]4[C:5]([CH3:24])=[CH:4][C:3]([O:2][CH3:1])=[CH:8][C:7]=4[CH3:9])(=[O:12])=[O:11])[CH3:14])[O:20][CH:19]=3)=[O:22])=[CH:50][CH:51]=2)[CH:61]=[CH:60][N:59]=1. The catalyst class is: 26. (2) Reactant: [CH3:1][C:2]1[C:7]([C:8]([F:11])([F:10])[F:9])=[CH:6][CH:5]=[CH:4][C:3]=1[CH2:12][NH:13][C:14]1[N:15]=[C:16]([N:22]2[CH2:27][CH2:26][O:25][CH2:24][CH2:23]2)[S:17][C:18]=1[C:19]([NH2:21])=[O:20].[C:28]([O:31][CH2:32][C:33](Cl)=O)(=[O:30])[CH3:29]. Product: [C:28]([O:31][CH2:32][C:33]1[N:13]([CH2:12][C:3]2[CH:4]=[CH:5][CH:6]=[C:7]([C:8]([F:9])([F:10])[F:11])[C:2]=2[CH3:1])[C:14]2[N:15]=[C:16]([N:22]3[CH2:23][CH2:24][O:25][CH2:26][CH2:27]3)[S:17][C:18]=2[C:19](=[O:20])[N:21]=1)(=[O:30])[CH3:29]. The catalyst class is: 7. (3) Reactant: [C:1]([NH2:5])([CH3:4])([CH3:3])[CH3:2].Br[CH2:7][C:8]([O:10][CH3:11])=[O:9]. Product: [CH3:11][O:10][C:8](=[O:9])[CH2:7][NH:5][C:1]([CH3:4])([CH3:3])[CH3:2]. The catalyst class is: 10. (4) Reactant: [NH:1]1[CH:5]=[CH:4][N:3]=[C:2]1[CH:6]=[O:7].CCN(CC)CC.[S:15](Cl)([C:18]1[CH:24]=[CH:23][C:21]([CH3:22])=[CH:20][CH:19]=1)(=[O:17])=[O:16]. Product: [C:21]1([CH3:22])[CH:23]=[CH:24][C:18]([S:15]([N:1]2[CH:5]=[CH:4][N:3]=[C:2]2[CH:6]=[O:7])(=[O:17])=[O:16])=[CH:19][CH:20]=1. The catalyst class is: 2. (5) Reactant: [C-:1]#[N:2].[Na+].[CH3:4][C:5]1[CH:6]=[C:7]([CH:10]=[C:11]([CH3:25])[C:12]=1[O:13][C:14]1[CH:19]=[CH:18][C:17]([O:20][CH3:21])=[C:16]([CH:22]([CH3:24])[CH3:23])[CH:15]=1)[CH2:8]Br. Product: [CH3:4][C:5]1[CH:6]=[C:7]([CH2:8][C:1]#[N:2])[CH:10]=[C:11]([CH3:25])[C:12]=1[O:13][C:14]1[CH:19]=[CH:18][C:17]([O:20][CH3:21])=[C:16]([CH:22]([CH3:24])[CH3:23])[CH:15]=1. The catalyst class is: 97. (6) Reactant: N(OCCC(C)C)=O.N[C:10]1[C:11]([N+:32]([O-:34])=[O:33])=[C:12]2[C:17](=[C:18]([CH3:21])[C:19]=1[F:20])[N:16]([C@@H:22]1[CH2:24][C@@H:23]1[F:25])[CH:15]=[C:14]([C:26]([O:28][CH2:29][CH3:30])=[O:27])[C:13]2=[O:31].O.C(Cl)(Cl)Cl. Product: [F:20][C:19]1[C:18]([CH3:21])=[C:17]2[C:12]([C:13](=[O:31])[C:14]([C:26]([O:28][CH2:29][CH3:30])=[O:27])=[CH:15][N:16]2[C@@H:22]2[CH2:24][C@@H:23]2[F:25])=[C:11]([N+:32]([O-:34])=[O:33])[CH:10]=1. The catalyst class is: 9. (7) Reactant: [CH2:1]([C:3]1[C:4]([NH2:10])=[N:5][CH:6]=[C:7]([F:9])[CH:8]=1)[CH3:2].[Br:11][CH2:12][C:13](=[O:28])[CH2:14][C@@H:15]1[CH2:20][CH2:19][CH2:18][CH2:17][N:16]1[C:21]([O:23][C:24]([CH3:27])([CH3:26])[CH3:25])=[O:22]. Product: [CH2:1]([C:3]1[C:4]2[N:5]([CH:12]=[C:13]([CH2:14][C@@H:15]3[CH2:20][CH2:19][CH2:18][CH2:17][NH:16]3)[N:10]=2)[CH:6]=[C:7]([F:9])[CH:8]=1)[CH3:2].[Br:11][CH2:12][C:13](=[O:28])[CH2:14][C@@H:15]1[CH2:20][CH2:19][CH2:18][CH2:17][N:16]1[C:21]([O:23][C:24]([CH3:26])([CH3:25])[CH3:27])=[O:22]. The catalyst class is: 3.